From a dataset of Forward reaction prediction with 1.9M reactions from USPTO patents (1976-2016). Predict the product of the given reaction. (1) Given the reactants ClC1C=CC2OC3C=CC=CC=3CC(=O)C=2C=1.Cl[C:19]1[CH:20]=[CH:21][C:22]2[O:28][C:27]3[CH:29]=[CH:30][CH:31]=[CH:32][C:26]=3[CH:25]([CH2:33][C:34](=[O:36])[CH3:35])[C:24](=[O:37])[C:23]=2[CH:38]=1, predict the reaction product. The product is: [O:36]=[C:34]([CH3:35])[CH2:33][CH:25]1[C:24](=[O:37])[C:23]2[CH:38]=[CH:19][CH:20]=[CH:21][C:22]=2[O:28][C:27]2[CH:29]=[CH:30][CH:31]=[CH:32][C:26]1=2. (2) The product is: [CH3:1][C:2]1[CH:7]=[CH:6][CH:5]=[C:4]([C:8]#[C:9][CH:10]=[C:11]2[CH2:12][CH2:13][N:14]([C:18]3[CH:23]=[CH:22][CH:21]=[CH:20][CH:19]=3)[CH2:15][CH2:16]2)[N:3]=1. Given the reactants [CH3:1][C:2]1[CH:7]=[CH:6][CH:5]=[C:4]([C:8]#[C:9][CH:10]=[C:11]2[CH2:16][CH2:15][NH:14][CH2:13][CH2:12]2)[N:3]=1.Br[C:18]1[CH:23]=[CH:22][CH:21]=[CH:20][CH:19]=1.C(=O)([O-])[O-].[Cs+].[Cs+], predict the reaction product. (3) Given the reactants [NH:1]([C:3]1[N:4]=[N:5][CH:6]=[C:7]([C:9]2[C:14]([C:15]([F:18])([F:17])[F:16])=[CH:13][CH:12]=[CH:11][N:10]=2)[CH:8]=1)N.[H][H], predict the reaction product. The product is: [F:18][C:15]([F:16])([F:17])[C:14]1[C:9]([C:7]2[CH:8]=[C:3]([NH2:1])[N:4]=[N:5][CH:6]=2)=[N:10][CH:11]=[CH:12][CH:13]=1. (4) The product is: [Br:13][CH2:8][C:6]1[N:7]=[C:3]([C:2]([F:11])([F:10])[F:1])[S:4][CH:5]=1. Given the reactants [F:1][C:2]([F:11])([F:10])[C:3]1[S:4][CH:5]=[C:6]([CH2:8]O)[N:7]=1.P(Br)(Br)[Br:13], predict the reaction product. (5) Given the reactants C([O:5][C:6]([CH:8]1[CH2:11][N:10]([CH2:12][C:13]2[CH:18]=[CH:17][C:16]([C:19]3[N:23]=[C:22]([C:24]4[C:28]([C:29]([F:32])([F:31])[F:30])=[C:27]([C:33]5[CH:38]=[CH:37][CH:36]=[CH:35][N:34]=5)[O:26][N:25]=4)[O:21][N:20]=3)=[CH:15][CH:14]=2)[CH2:9]1)=[O:7])(C)(C)C.FC(F)(F)C(O)=O, predict the reaction product. The product is: [N:34]1[CH:35]=[CH:36][CH:37]=[CH:38][C:33]=1[C:27]1[O:26][N:25]=[C:24]([C:22]2[O:21][N:20]=[C:19]([C:16]3[CH:17]=[CH:18][C:13]([CH2:12][N:10]4[CH2:11][CH:8]([C:6]([OH:7])=[O:5])[CH2:9]4)=[CH:14][CH:15]=3)[N:23]=2)[C:28]=1[C:29]([F:31])([F:30])[F:32]. (6) Given the reactants [OH-].[Na+].[CH2:3]([NH:10][C:11](=[O:38])[N:12]([C:14]1[CH:15]=[C:16]([C:20]2[CH:25]=[CH:24][C:23]([CH2:26][CH2:27][C:28]([O:30]C)=[O:29])=[CH:22][C:21]=2[O:32][CH2:33][CH2:34][CH2:35][CH2:36][CH3:37])[CH:17]=[CH:18][CH:19]=1)[CH3:13])[CH2:4][CH2:5][CH2:6][CH2:7][CH2:8][CH3:9], predict the reaction product. The product is: [CH2:3]([NH:10][C:11](=[O:38])[N:12]([C:14]1[CH:15]=[C:16]([C:20]2[CH:25]=[CH:24][C:23]([CH2:26][CH2:27][C:28]([OH:30])=[O:29])=[CH:22][C:21]=2[O:32][CH2:33][CH2:34][CH2:35][CH2:36][CH3:37])[CH:17]=[CH:18][CH:19]=1)[CH3:13])[CH2:4][CH2:5][CH2:6][CH2:7][CH2:8][CH3:9]. (7) The product is: [Cl:23]([O-:27])(=[O:26])(=[O:25])=[O:24].[CH2:30]([C:5]1[CH:4]=[C:3]([NH:9][CH3:10])[C:2]2[NH2+:20][C:17]3[C:18]([O:29][C:7]=2[CH:6]=1)=[CH:19][C:14]([N:13]([CH3:22])[CH3:12])=[CH:15][CH:16]=3)[CH3:31]. Given the reactants C[C:2]1[C:3]([NH:9][CH2:10]C)=[C:4](O)[CH:5]=[CH:6][CH:7]=1.[CH3:12][N:13]([CH3:22])[C:14]1[CH:19]=[CH:18][C:17]([N:20]=O)=[CH:16][CH:15]=1.[Cl:23]([OH:27])(=[O:26])(=[O:25])=[O:24].C[OH:29].[CH2:30](O)[CH3:31], predict the reaction product. (8) Given the reactants [CH2:1]([O:3][C:4](=[O:23])[C:5]([C:7]1[CH:12]=[CH:11][C:10]([NH:13][C:14]2[C:19]([N+:20]([O-])=O)=[CH:18][CH:17]=[CH:16][N:15]=2)=[CH:9][CH:8]=1)=[O:6])[CH3:2], predict the reaction product. The product is: [CH2:1]([O:3][C:4](=[O:23])[C:5]([C:7]1[CH:8]=[CH:9][C:10]([NH:13][C:14]2[C:19]([NH2:20])=[CH:18][CH:17]=[CH:16][N:15]=2)=[CH:11][CH:12]=1)=[O:6])[CH3:2].